From a dataset of Reaction yield outcomes from USPTO patents with 853,638 reactions. Predict the reaction yield, written as a fraction of the theoretical maximum amount of product (1.0 means a 100% yield; for example, 0.34 means a 34% yield). (1) The reactants are [Br:1][C:2]1[C:3]2[CH2:4][C@@H:5]3[CH2:14][NH:13][CH2:12][CH2:11][N:6]3[C:7]=2[CH:8]=[CH:9][CH:10]=1.[O:15]1[CH2:19][CH2:18][NH:17][C:16]1=[O:20].[CH2:21]=O. The catalyst is ClCCl.O. The product is [Br:1][C:2]1[C:3]2[CH2:4][C@@H:5]3[CH2:14][N:13]([CH2:21][N:17]4[CH2:18][CH2:19][O:15][C:16]4=[O:20])[CH2:12][CH2:11][N:6]3[C:7]=2[CH:8]=[CH:9][CH:10]=1. The yield is 0.820. (2) The reactants are [NH2:1][C:2]1[C:11]([F:12])=[C:10]([NH2:13])[C:9]([NH2:14])=[CH:8][C:3]=1[C:4]([O:6][CH3:7])=[O:5].[CH:15](OCC)(OCC)OCC.OS(O)(=O)=O. The catalyst is C1COCC1. The product is [CH3:7][O:6][C:4]([C:3]1[C:2]([NH2:1])=[C:11]([F:12])[C:10]2[N:13]=[CH:15][NH:14][C:9]=2[CH:8]=1)=[O:5]. The yield is 0.940. (3) The reactants are [NH2:1][C:2]1[C:3]([OH:16])=[C:4]([C:8]2[CH:9]=[C:10]([C:13]([OH:15])=[O:14])[NH:11][CH:12]=2)[CH:5]=[CH:6][CH:7]=1.[N:17]([O-])=O.[Na+].[CH2:21]1[C:29]2[C:24](=[CH:25][C:26]([N:30]3[C:34](=[O:35])[CH2:33][C:32]([CH3:36])=[N:31]3)=[CH:27][CH:28]=2)[CH2:23][CH2:22]1.C(=O)(O)[O-].[Na+]. The catalyst is Cl. The product is [OH:16][C:3]1[C:2]([NH:1][N:17]=[C:33]2[C:34](=[O:35])[N:30]([C:26]3[CH:25]=[C:24]4[C:29](=[CH:28][CH:27]=3)[CH2:21][CH2:22][CH2:23]4)[N:31]=[C:32]2[CH3:36])=[CH:7][CH:6]=[CH:5][C:4]=1[C:8]1[CH:9]=[C:10]([C:13]([OH:15])=[O:14])[NH:11][CH:12]=1. The yield is 0.284.